Dataset: Full USPTO retrosynthesis dataset with 1.9M reactions from patents (1976-2016). Task: Predict the reactants needed to synthesize the given product. (1) The reactants are: [CH3:1][C:2]1[CH:9]=[CH:8][C:5]([C:6]#[N:7])=[C:4]([C:10]([F:13])([F:12])[F:11])[CH:3]=1.Cl.[NH2:15][OH:16].C(=O)(O)[O-].[Na+]. Given the product [OH:16][N:15]=[C:6]([NH2:7])[C:5]1[CH:8]=[CH:9][C:2]([CH3:1])=[CH:3][C:4]=1[C:10]([F:13])([F:11])[F:12], predict the reactants needed to synthesize it. (2) Given the product [CH:10]1([CH2:9][O:8][C:7]2[C:2]([C:22]3[CH:21]=[C:20]([CH3:33])[C:19](=[O:34])[N:18]([CH3:17])[CH:23]=3)=[N:3][C:4]([NH:39][S:36]([CH3:35])(=[O:38])=[O:37])=[N:5][CH:6]=2)[CH2:11][CH2:12]1, predict the reactants needed to synthesize it. The reactants are: Cl[C:2]1[C:7]([O:8][CH2:9][CH:10]2[CH2:12][CH2:11]2)=[CH:6][N:5]=[C:4](S(C)(=O)=O)[N:3]=1.[CH3:17][N:18]1[CH:23]=[C:22](B2OC(C)(C)C(C)(C)O2)[CH:21]=[C:20]([CH3:33])[C:19]1=[O:34].[CH3:35][S:36]([NH2:39])(=[O:38])=[O:37]. (3) Given the product [F:16][C:17]1[CH:18]=[C:19]([CH:20]=[CH:21][C:22]=1[F:23])[O:24][C:2]1[CH:9]=[CH:8][C:5]([CH2:6][OH:7])=[CH:4][CH:3]=1, predict the reactants needed to synthesize it. The reactants are: F[C:2]1[CH:9]=[CH:8][C:5]([CH:6]=[O:7])=[CH:4][CH:3]=1.C(=O)([O-])[O-].[K+].[K+].[F:16][C:17]1[CH:18]=[C:19]([OH:24])[CH:20]=[CH:21][C:22]=1[F:23].[BH4-].[Na+].Cl. (4) Given the product [NH:7]1[C:8]2[C:13](=[CH:12][CH:11]=[CH:10][CH:9]=2)[C:5]([C:3](=[O:4])[CH:2]([NH:28][C:27]2[CH:29]=[CH:30][CH:31]=[C:25]([C:24]3[O:20][CH:21]=[N:22][CH:23]=3)[CH:26]=2)[C:14]2[CH:19]=[CH:18][CH:17]=[CH:16][CH:15]=2)=[CH:6]1, predict the reactants needed to synthesize it. The reactants are: Cl[CH:2]([C:14]1[CH:19]=[CH:18][CH:17]=[CH:16][CH:15]=1)[C:3]([C:5]1[C:13]2[C:8](=[CH:9][CH:10]=[CH:11][CH:12]=2)[NH:7][CH:6]=1)=[O:4].[O:20]1[C:24]([C:25]2[CH:26]=[C:27]([CH:29]=[CH:30][CH:31]=2)[NH2:28])=[CH:23][N:22]=[CH:21]1.CCN(C(C)C)C(C)C. (5) Given the product [CH:11]1([CH2:10][O:9][CH2:1][CH2:2][CH2:3][CH2:4][CH2:5][CH2:6][CH2:7][C:8]2[CH:23]=[CH:22][C:21]([N+:24]([O-:26])=[O:25])=[CH:20][CH:19]=2)[CH2:12][CH2:13][CH2:14][CH2:15][CH2:16]1, predict the reactants needed to synthesize it. The reactants are: [CH2:1]([O:9][CH2:10][CH:11]1[CH2:16][CH2:15][CH2:14][CH2:13][CH2:12]1)[CH2:2][CH2:3][CH2:4][CH2:5][CH2:6][CH:7]=[CH2:8].BrC1[CH:23]=[CH:22][C:21]([N+:24]([O-:26])=[O:25])=[CH:20][CH:19]=1. (6) Given the product [CH3:1][O:2][NH:3][C:4]([C:6]1[C:7](=[O:29])[C:8]2[CH:13]=[N:12][C:11]([NH:47][C:43]3[CH:44]=[CH:45][CH:46]=[C:41]([N:38]4[CH2:37][CH2:36][N:35]([S:32]([C:31]([F:30])([F:48])[F:49])(=[O:34])=[O:33])[CH2:40][CH2:39]4)[CH:42]=3)=[N:10][C:9]=2[N:18]([C:20]2[CH:21]=[C:22]3[C:26](=[CH:27][CH:28]=2)[CH2:25][CH2:24][CH2:23]3)[CH:19]=1)=[O:5], predict the reactants needed to synthesize it. The reactants are: [CH3:1][O:2][NH:3][C:4]([C:6]1[C:7](=[O:29])[C:8]2[CH:13]=[N:12][C:11](S(C)(=O)=O)=[N:10][C:9]=2[N:18]([C:20]2[CH:21]=[C:22]3[C:26](=[CH:27][CH:28]=2)[CH2:25][CH2:24][CH2:23]3)[CH:19]=1)=[O:5].[F:30][C:31]([F:49])([F:48])[S:32]([N:35]1[CH2:40][CH2:39][N:38]([C:41]2[CH:42]=[C:43]([NH2:47])[CH:44]=[CH:45][CH:46]=2)[CH2:37][CH2:36]1)(=[O:34])=[O:33]. (7) Given the product [CH3:1][C:2]1[O:3][CH:4]=[C:5]([C:7]2([NH2:8])[CH2:10][CH2:9]2)[N:6]=1, predict the reactants needed to synthesize it. The reactants are: [CH3:1][C:2]1[O:3][CH:4]=[C:5]([C:7]#[N:8])[N:6]=1.[CH2:9]([Mg]Br)[CH3:10].B(F)(F)F.[OH-].[Na+]. (8) Given the product [C:15]([O:14][CH:9]([C:3]1[CH:4]=[CH:5][CH:6]=[C:7]([CH3:8])[C:2]=1[C:33]1[CH:42]=[CH:41][C:40]2[O:39][CH2:38][CH2:37][CH2:36][C:35]=2[CH:34]=1)[C:10]([O:12][CH3:13])=[O:11])([CH3:18])([CH3:17])[CH3:16], predict the reactants needed to synthesize it. The reactants are: Br[C:2]1[C:7]([CH3:8])=[CH:6][CH:5]=[CH:4][C:3]=1[CH:9]([O:14][C:15]([CH3:18])([CH3:17])[CH3:16])[C:10]([O:12][CH3:13])=[O:11].C(=O)([O-])[O-].[Na+].[Na+].CC1(C)C(C)(C)OB([C:33]2[CH:34]=[C:35]3[C:40](=[CH:41][CH:42]=2)[O:39][CH2:38][CH2:37][CH2:36]3)O1. (9) The reactants are: [NH2:1][C:2]1[CH:7]=[CH:6][C:5]([CH2:8][OH:9])=[C:4]([Cl:10])[CH:3]=1.[C:11]([NH:18][CH2:19][C:20](O)=[O:21])([O:13][C:14]([CH3:17])([CH3:16])[CH3:15])=[O:12].C(N(C(C)C)CC)(C)C.Cl.CN(C)CCCN=C=NCC.[OH-].[Na+]. Given the product [C:14]([O:13][C:11](=[O:12])[NH:18][CH2:19][C:20](=[O:21])[NH:1][C:2]1[CH:7]=[CH:6][C:5]([CH2:8][OH:9])=[C:4]([Cl:10])[CH:3]=1)([CH3:17])([CH3:15])[CH3:16], predict the reactants needed to synthesize it.